This data is from Peptide-MHC class II binding affinity with 134,281 pairs from IEDB. The task is: Regression. Given a peptide amino acid sequence and an MHC pseudo amino acid sequence, predict their binding affinity value. This is MHC class II binding data. (1) The peptide sequence is PAVLQSSGLYSLSSVVTVPSSSLGTQ. The MHC is DRB1_0301 with pseudo-sequence DRB1_0301. The binding affinity (normalized) is 0. (2) The peptide sequence is YDKFLKNVSTVLTGK. The MHC is DRB1_1001 with pseudo-sequence DRB1_1001. The binding affinity (normalized) is 0.739. (3) The peptide sequence is EAGKATTEEQKLIED. The MHC is HLA-DQA10401-DQB10402 with pseudo-sequence HLA-DQA10401-DQB10402. The binding affinity (normalized) is 0.205. (4) The MHC is DRB1_0404 with pseudo-sequence DRB1_0404. The binding affinity (normalized) is 0.609. The peptide sequence is KKGAAWTVYVGIVTMLSK. (5) The peptide sequence is LIGFGLRTLWSPRER. The MHC is HLA-DQA10201-DQB10301 with pseudo-sequence HLA-DQA10201-DQB10301. The binding affinity (normalized) is 0.429. (6) The peptide sequence is ILNTWLVKPGAGIMI. The MHC is HLA-DPA10103-DPB10402 with pseudo-sequence HLA-DPA10103-DPB10402. The binding affinity (normalized) is 0.298.